Dataset: Forward reaction prediction with 1.9M reactions from USPTO patents (1976-2016). Task: Predict the product of the given reaction. (1) Given the reactants O[C:2]1[CH:7]=[C:6]([C:8]2[N:9]=[C:10]([NH:13][C:14](=[O:18])[CH:15]([CH3:17])[CH3:16])[S:11][CH:12]=2)[N:5]=[C:4]2[C:19]3[C:25]([Cl:26])=[C:24]([O:27][CH3:28])[CH:23]=[CH:22][C:20]=3[O:21][C:3]=12.O=P(Cl)(Cl)[Cl:31], predict the reaction product. The product is: [Cl:31][C:2]1[CH2:7][CH:6]([C:8]2[N:9]=[C:10]([NH:13][C:14](=[O:18])[CH:15]([CH3:17])[CH3:16])[S:11][CH:12]=2)[N:5]=[C:4]2[C:19]3[C:25]([Cl:26])=[C:24]([O:27][CH3:28])[CH:23]=[CH:22][C:20]=3[O:21][C:3]=12. (2) Given the reactants [C:1]([O:5][C:6]([N:8]1[CH2:14][CH2:13][C:12]2[C:15]([CH2:20]Cl)=[C:16]([Cl:19])[CH:17]=[CH:18][C:11]=2[CH2:10][CH2:9]1)=[O:7])([CH3:4])([CH3:3])[CH3:2].C(=O)([O-])[O-].[K+].[K+].[I-].[Na+].[SH:30][C:31]1[NH:32][CH:33]=[CH:34][N:35]=1, predict the reaction product. The product is: [C:1]([O:5][C:6]([N:8]1[CH2:14][CH2:13][C:12]2[C:15]([CH2:20][S:30][C:31]3[NH:32][CH:33]=[CH:34][N:35]=3)=[C:16]([Cl:19])[CH:17]=[CH:18][C:11]=2[CH2:10][CH2:9]1)=[O:7])([CH3:2])([CH3:4])[CH3:3]. (3) Given the reactants [F:1][C:2]1[CH:3]=[C:4]([C:10]2[CH:11]=[C:12]3[C:17](=[CH:18][CH:19]=2)[CH:16]=[C:15]([OH:20])[CH:14]=[CH:13]3)[CH:5]=[C:6]([F:9])[C:7]=1[OH:8].C1C(=O)N([Cl:28])C(=O)C1, predict the reaction product. The product is: [Cl:28][C:16]1[C:17]2[C:12](=[CH:11][C:10]([C:4]3[CH:3]=[C:2]([F:1])[C:7]([OH:8])=[C:6]([F:9])[CH:5]=3)=[CH:19][CH:18]=2)[CH:13]=[CH:14][C:15]=1[OH:20]. (4) Given the reactants Br[C:2]1[C:11]2[C:6](=[CH:7][C:8]([O:12][C:13]3[CH:18]=[CH:17][CH:16]=[CH:15][C:14]=3[CH3:19])=[CH:9][CH:10]=2)[C:5]([OH:20])=[C:4]([C:21]([O:23][CH2:24][CH2:25][CH2:26][CH3:27])=[O:22])[N:3]=1.[C:28]([Cu])#[N:29].C(Cl)Cl, predict the reaction product. The product is: [C:28]([C:2]1[C:11]2[C:6](=[CH:7][C:8]([O:12][C:13]3[CH:18]=[CH:17][CH:16]=[CH:15][C:14]=3[CH3:19])=[CH:9][CH:10]=2)[C:5]([OH:20])=[C:4]([C:21]([O:23][CH2:24][CH2:25][CH2:26][CH3:27])=[O:22])[N:3]=1)#[N:29]. (5) Given the reactants [Br:1][C:2]1[CH:10]=[C:9]2[C:5]([CH2:6][C:7]3([CH2:27][CH2:26][CH:25]([O:28][CH3:29])[CH2:24][CH2:23]3)[C:8]2([NH:16]S(C(C)(C)C)=O)[C:11]([O:13][CH2:14][CH3:15])=[O:12])=[CH:4][CH:3]=1, predict the reaction product. The product is: [NH2:16][C:8]1([C:11]([O:13][CH2:14][CH3:15])=[O:12])[C:9]2[C:5](=[CH:4][CH:3]=[C:2]([Br:1])[CH:10]=2)[CH2:6][C:7]21[CH2:23][CH2:24][CH:25]([O:28][CH3:29])[CH2:26][CH2:27]2. (6) The product is: [CH3:24][N:1]1[CH:5]=[CH:4][N:3]=[C:2]1[CH2:6][O:7][C:8]1[CH:17]=[C:16]([C:18]2[CH:19]=[N:20][CH:21]=[CH:22][CH:23]=2)[C:15]2[CH2:14][CH2:13][CH2:12][CH2:11][C:10]=2[N:9]=1. Given the reactants [NH:1]1[CH:5]=[CH:4][N:3]=[C:2]1[CH2:6][O:7][C:8]1[CH:17]=[C:16]([C:18]2[CH:19]=[N:20][CH:21]=[CH:22][CH:23]=2)[C:15]2[CH2:14][CH2:13][CH2:12][CH2:11][C:10]=2[N:9]=1.[C:24](=O)([O-])[O-].[K+].[K+].CI.O, predict the reaction product. (7) Given the reactants CO[CH:3](OC)[CH2:4]Br.Cl.C(=O)(O)[O-].[Na+].[CH2:14]([O:21][C:22]1[N:27]=[C:26]([NH2:28])[CH:25]=[C:24]([C:29]2[CH:34]=[CH:33][CH:32]=[CH:31][CH:30]=2)[CH:23]=1)[C:15]1[CH:20]=[CH:19][CH:18]=[CH:17][CH:16]=1, predict the reaction product. The product is: [CH2:14]([O:21][C:22]1[N:27]2[CH:3]=[CH:4][N:28]=[C:26]2[CH:25]=[C:24]([C:29]2[CH:34]=[CH:33][CH:32]=[CH:31][CH:30]=2)[CH:23]=1)[C:15]1[CH:16]=[CH:17][CH:18]=[CH:19][CH:20]=1. (8) Given the reactants [C:1]([C:3]([C:6]1[CH:7]=[C:8]([CH:12]=[CH:13][CH:14]=1)C(O)=O)([CH3:5])[CH3:4])#[N:2].C1(P(N=[N+]=[N-])(C2C=CC=CC=2)=[O:22])C=CC=CC=1.C([N:35]([CH:38](C)C)CC)(C)C.[C:41]([OH:45])([CH3:44])([CH3:43])[CH3:42], predict the reaction product. The product is: [C:1]([C:3]([C:6]1[CH:7]=[C:8]([NH:35][C:38](=[O:22])[O:45][C:41]([CH3:44])([CH3:43])[CH3:42])[CH:12]=[CH:13][CH:14]=1)([CH3:4])[CH3:5])#[N:2]. (9) Given the reactants C([Li])(CC)C.[F:6][C:7]1[CH:12]=[CH:11][N:10]=[C:9]2[N:13]([Si:16]([CH:23]([CH3:25])[CH3:24])([CH:20]([CH3:22])[CH3:21])[CH:17]([CH3:19])[CH3:18])[CH:14]=[CH:15][C:8]=12.CC1(C)[C@]23C4(ON4S(=O)(=[O:34])C2)C[C@H]1CC3.[Cl-].[NH4+], predict the reaction product. The product is: [F:6][C:7]1[C:12]([OH:34])=[CH:11][N:10]=[C:9]2[N:13]([Si:16]([CH:20]([CH3:22])[CH3:21])([CH:23]([CH3:25])[CH3:24])[CH:17]([CH3:18])[CH3:19])[CH:14]=[CH:15][C:8]=12. (10) The product is: [CH2:1]([N:8]1[CH2:13][CH2:12][C:11]([CH2:33][C:32]2[CH:35]=[CH:36][C:29]([O:28][CH3:27])=[CH:30][CH:31]=2)([C:14]([O:16][CH2:17][CH3:18])=[O:15])[CH2:10][CH2:9]1)[C:2]1[CH:3]=[CH:4][CH:5]=[CH:6][CH:7]=1. Given the reactants [CH2:1]([N:8]1[CH2:13][CH2:12][CH:11]([C:14]([O:16][CH2:17][CH3:18])=[O:15])[CH2:10][CH2:9]1)[C:2]1[CH:7]=[CH:6][CH:5]=[CH:4][CH:3]=1.[Li+].CC([N-]C(C)C)C.[CH3:27][O:28][C:29]1[CH:36]=[CH:35][C:32]([CH2:33]Cl)=[CH:31][CH:30]=1, predict the reaction product.